Dataset: Forward reaction prediction with 1.9M reactions from USPTO patents (1976-2016). Task: Predict the product of the given reaction. (1) Given the reactants [N:1]1[C:5]2[CH:6]=[CH:7][CH:8]=[CH:9][C:4]=2[NH:3][CH:2]=1.Br[CH2:11][CH:12]([OH:15])[CH2:13][OH:14].C(=O)([O-])[O-].[K+].[K+], predict the reaction product. The product is: [N:1]1([CH:13]([OH:14])[CH:12]([OH:15])[CH3:11])[C:5]2[CH:6]=[CH:7][CH:8]=[CH:9][C:4]=2[N:3]=[CH:2]1. (2) Given the reactants [OH:1][C@@H:2]([CH:4]1[CH2:9][CH2:8][N:7]([C:10]([O:12][C:13]([CH3:16])([CH3:15])[CH3:14])=[O:11])[CH2:6][CH2:5]1)[CH3:3].[Br:17][C:18]1[N:19]=[CH:20][C:21](O)=[N:22][CH:23]=1.C1(P(C2C=CC=CC=2)C2C=CC=CC=2)C=CC=CC=1.CC(OC(/N=N/C(OC(C)C)=O)=O)C, predict the reaction product. The product is: [Br:17][C:18]1[N:19]=[CH:20][C:21]([O:1][C@H:2]([CH:4]2[CH2:5][CH2:6][N:7]([C:10]([O:12][C:13]([CH3:15])([CH3:14])[CH3:16])=[O:11])[CH2:8][CH2:9]2)[CH3:3])=[N:22][CH:23]=1. (3) Given the reactants [Cl:1][C:2]1[C:3]([NH:12][S:13]([C:16]2[CH:25]=[CH:24][C:19]([C:20]([O:22][CH3:23])=[O:21])=[CH:18][CH:17]=2)(=[O:15])=[O:14])=[N:4][CH:5]=[C:6]([C:8]([F:11])([F:10])[F:9])[CH:7]=1.Br[CH2:27][C:28]1[CH:33]=[CH:32][C:31]([CH3:34])=[CH:30][CH:29]=1, predict the reaction product. The product is: [Cl:1][C:2]1[C:3]([N:12]([CH2:27][C:28]2[CH:33]=[CH:32][C:31]([CH3:34])=[CH:30][CH:29]=2)[S:13]([C:16]2[CH:25]=[CH:24][C:19]([C:20]([O:22][CH3:23])=[O:21])=[CH:18][CH:17]=2)(=[O:15])=[O:14])=[N:4][CH:5]=[C:6]([C:8]([F:11])([F:9])[F:10])[CH:7]=1. (4) The product is: [CH:1](=[CH:10][C:11]([Cl:16])=[O:13])[CH:2]=[CH:3][C:4]1[CH:9]=[CH:8][CH:7]=[CH:6][CH:5]=1. Given the reactants [CH:1](=[CH:10][C:11]([OH:13])=O)[CH:2]=[CH:3][C:4]1[CH:9]=[CH:8][CH:7]=[CH:6][CH:5]=1.S(Cl)([Cl:16])=O, predict the reaction product. (5) Given the reactants [C:1]([O:5][C:6]([N:8]1[CH2:14][CH2:13][CH2:12][CH:11]([OH:15])[CH2:10][CH2:9]1)=[O:7])([CH3:4])([CH3:3])[CH3:2].C(N(CC)CC)C.[CH3:23][C:24]1[CH:29]=[CH:28][C:27]([S:30](Cl)(=[O:32])=[O:31])=[CH:26][CH:25]=1, predict the reaction product. The product is: [C:1]([O:5][C:6]([N:8]1[CH2:14][CH2:13][CH2:12][CH:11]([O:15][S:30]([C:27]2[CH:28]=[CH:29][C:24]([CH3:23])=[CH:25][CH:26]=2)(=[O:32])=[O:31])[CH2:10][CH2:9]1)=[O:7])([CH3:4])([CH3:2])[CH3:3]. (6) Given the reactants C(OC(=O)[NH:7][CH2:8][C:9]1[CH:14]=[CH:13][C:12]([S:15]([CH3:20])(=[N:17][C:18]#[N:19])=[O:16])=[CH:11][C:10]=1[F:21])(C)(C)C.Cl.C(OCC)(=O)C, predict the reaction product. The product is: [F:21][C:10]1[CH:11]=[C:12]([S:15]([CH3:20])(=[N:17][C:18]#[N:19])=[O:16])[CH:13]=[CH:14][C:9]=1[CH2:8][NH2:7]. (7) Given the reactants [C:1]([C:6]1[CH:11]=[CH:10][C:9]([NH:12][C:13](=[O:15])[CH3:14])=[CH:8][CH:7]=1)(=[O:5])[CH2:2][CH2:3][CH3:4].[Al+3].[Cl-].[Cl-].[Cl-].[Br:20]Br, predict the reaction product. The product is: [Br:20][CH:2]([CH2:3][CH3:4])[C:1]([C:6]1[CH:11]=[CH:10][C:9]([NH:12][C:13](=[O:15])[CH3:14])=[CH:8][CH:7]=1)=[O:5]. (8) Given the reactants [Cl:1][C:2](S(C(C1C=CC=CC=1)(Cl)Cl)=O)(Cl)C1C=CC=CC=1.[Li+].CC([N-]C(C)C)C.[F:29][C:30]([F:43])([O:34][C:35]1[CH:36]=[C:37]([CH:40]=[CH:41][CH:42]=1)[CH:38]=[O:39])[CH:31]([F:33])[F:32].CC[Mg+].[Br-], predict the reaction product. The product is: [Cl:1][CH2:2][C:38]([C:37]1[CH:40]=[CH:41][CH:42]=[C:35]([O:34][C:30]([F:43])([F:29])[CH:31]([F:32])[F:33])[CH:36]=1)=[O:39]. (9) Given the reactants C1(C)C=CC=CC=1.Br[C:9]1[CH:21]=[CH:20][C:12]([C:13]([O:15][C:16]([CH3:19])([CH3:18])[CH3:17])=[O:14])=[C:11]([N+:22]([O-:24])=[O:23])[CH:10]=1.[C:25](=[O:47])([O:31][C:32]1[CH:37]=[CH:36][CH:35]=[C:34](B2OC(C)(C)C(C)(C)O2)[CH:33]=1)[O:26][C:27]([CH3:30])([CH3:29])[CH3:28].C(=O)([O-])O.[Na+], predict the reaction product. The product is: [C:27]([O:26][C:25]([O:31][C:32]1[CH:33]=[C:34]([C:9]2[CH:21]=[CH:20][C:12]([C:13]([O:15][C:16]([CH3:19])([CH3:18])[CH3:17])=[O:14])=[C:11]([N+:22]([O-:24])=[O:23])[CH:10]=2)[CH:35]=[CH:36][CH:37]=1)=[O:47])([CH3:30])([CH3:28])[CH3:29]. (10) Given the reactants Cl[CH2:2][CH2:3][CH2:4][O:5][C:6]1[CH:15]=[C:14]2[C:9]([C:10]([NH:18][C:19]3[CH:24]=[C:23]([O:25][CH3:26])[C:22]([Cl:27])=[CH:21][C:20]=3[Cl:28])=[C:11]([C:16]#[N:17])[CH:12]=[N:13]2)=[CH:8][C:7]=1[O:29][CH3:30].[N:31]1([CH:37]2[CH2:42][CH2:41][NH:40][CH2:39][CH2:38]2)[CH2:36][CH2:35][CH2:34][CH2:33][CH2:32]1, predict the reaction product. The product is: [N:31]1([CH:37]2[CH2:42][CH2:41][N:40]([CH2:2][CH2:3][CH2:4][O:5][C:6]3[CH:15]=[C:14]4[C:9]([C:10]([NH:18][C:19]5[CH:24]=[C:23]([O:25][CH3:26])[C:22]([Cl:27])=[CH:21][C:20]=5[Cl:28])=[C:11]([C:16]#[N:17])[CH:12]=[N:13]4)=[CH:8][C:7]=3[O:29][CH3:30])[CH2:39][CH2:38]2)[CH2:36][CH2:35][CH2:34][CH2:33][CH2:32]1.